Dataset: Reaction yield outcomes from USPTO patents with 853,638 reactions. Task: Predict the reaction yield, written as a fraction of the theoretical maximum amount of product (1.0 means a 100% yield; for example, 0.34 means a 34% yield). (1) The reactants are [CH2:1]([C:3]1[CH:8]=[CH:7][CH:6]=[CH:5][C:4]=1[OH:9])[CH3:2].[C:10]1(=O)[O:15][C:13](=[O:14])[C:12]2=[CH:16][CH:17]=[CH:18][CH:19]=[C:11]12. No catalyst specified. The product is [OH:9][C:4]1[CH:5]=[CH:6][C:7]([C:10]2([C:7]3[CH:6]=[CH:5][C:4]([OH:9])=[C:3]([CH2:1][CH3:2])[CH:8]=3)[C:11]3[C:12](=[CH:16][CH:17]=[CH:18][CH:19]=3)[C:13](=[O:14])[O:15]2)=[CH:8][C:3]=1[CH2:1][CH3:2]. The yield is 0.810. (2) The reactants are [CH:1]12[CH2:7][CH:4]([CH:5]=[CH:6]1)[N:3]([C:8]([O:10][C:11]([CH3:14])([CH3:13])[CH3:12])=[O:9])[O:2]2. The catalyst is [Pd].CO. The product is [OH:2][C@@H:1]1[CH2:6][CH2:5][C@H:4]([NH:3][C:8](=[O:9])[O:10][C:11]([CH3:13])([CH3:12])[CH3:14])[CH2:7]1. The yield is 0.800. (3) The reactants are [CH3:1][CH:2]([CH3:14])[C:3]([O:5][CH:6]([O:10][C:11](C)=S)[CH:7]([CH3:9])[CH3:8])=[O:4].[OH:15][N:16]1[C:20](=[O:21])[CH2:19][CH2:18][C:17]1=[O:22].C(OO)(=[O:25])C. The yield is 0.700. The product is [CH3:1][CH:2]([CH3:14])[C:3]([O:5][CH:6]([O:10][C:11]([O:15][N:16]1[C:20](=[O:21])[CH2:19][CH2:18][C:17]1=[O:22])=[O:25])[CH:7]([CH3:9])[CH3:8])=[O:4]. The catalyst is ClCCl. (4) The reactants are [Cl:1][C:2]1[N:6]=[CH:5][NH:4][N:3]=1.Cl[C:8]1[CH:13]=[CH:12][C:11]([N+:14]([O-:16])=[O:15])=[CH:10][C:9]=1[O:17]C.[OH-].[K+].CS(C)=O. The catalyst is O. The product is [Cl:1][C:2]1[N:6]=[CH:5][N:4]([C:8]2[CH:13]=[CH:12][C:11]([N+:14]([O-:16])=[O:15])=[CH:10][C:9]=2[OH:17])[N:3]=1. The yield is 0.144. (5) The reactants are [C:1](Cl)(=O)C.[CH3:5][C:6]1[S:10][C:9]([C:11]([OH:13])=[O:12])=[CH:8][CH:7]=1. The catalyst is CO. The product is [CH3:1][O:12][C:11]([C:9]1[S:10][C:6]([CH3:5])=[CH:7][CH:8]=1)=[O:13]. The yield is 0.810. (6) The reactants are [CH3:1]CN(CC)CC.[NH2:8][C:9]1[N:18]=[CH:17][C:16]2[C:15](=[S:19])[NH:14][CH:13]=[N:12][C:11]=2[CH:10]=1.CI. The catalyst is CS(C)=O. The product is [NH2:8][C:9]1[N:18]=[CH:17][C:16]2[C:15]([S:19][CH3:1])=[N:14][CH:13]=[N:12][C:11]=2[CH:10]=1. The yield is 0.680. (7) The reactants are Cl[C:2]1[C:3]2[S:10][CH:9]=[C:8]([C:11]([NH:13][C:14]3[C:19]([F:20])=[CH:18][CH:17]=[C:16]([NH:21][S:22]([CH2:25][CH2:26][CH3:27])(=[O:24])=[O:23])[C:15]=3[F:28])=[O:12])[C:4]=2[N:5]=[CH:6][N:7]=1.C([SnH](CCCC)CCCC)CCC. The catalyst is C1C=CC([P]([Pd]([P](C2C=CC=CC=2)(C2C=CC=CC=2)C2C=CC=CC=2)([P](C2C=CC=CC=2)(C2C=CC=CC=2)C2C=CC=CC=2)[P](C2C=CC=CC=2)(C2C=CC=CC=2)C2C=CC=CC=2)(C2C=CC=CC=2)C2C=CC=CC=2)=CC=1.C1(C)C=CC=CC=1. The product is [F:28][C:15]1[C:16]([NH:21][S:22]([CH2:25][CH2:26][CH3:27])(=[O:23])=[O:24])=[CH:17][CH:18]=[C:19]([F:20])[C:14]=1[NH:13][C:11]([C:8]1[C:4]2[N:5]=[CH:6][N:7]=[CH:2][C:3]=2[S:10][CH:9]=1)=[O:12]. The yield is 0.730. (8) The product is [O:1]=[C:2]1[NH:21][CH2:20][CH2:19][C:4]2([CH2:8][C@H:7]([C:9]([OH:11])=[O:10])[CH2:6][CH2:5]2)[O:3]1. The reactants are [O:1]=[C:2]1[NH:21][CH2:20][CH2:19][C:4]2([CH2:8][C@H:7]([C:9]([O:11]CC3C=CC=CC=3)=[O:10])[CH2:6][CH2:5]2)[O:3]1. The catalyst is CO.[Pd]. The yield is 0.990. (9) The reactants are C(OC([N:8]1[CH2:13][CH2:12][N:11]([C:14]2[CH:19]=[N:18][CH:17]=[C:16]([O:20][CH2:21][C:22]3[S:23][CH:24]=[C:25]([CH3:27])[N:26]=3)[N:15]=2)[CH2:10][CH2:9]1)=O)(C)(C)C.Cl. The catalyst is O1CCOCC1. The product is [CH3:27][C:25]1[N:26]=[C:22]([CH2:21][O:20][C:16]2[N:15]=[C:14]([N:11]3[CH2:10][CH2:9][NH:8][CH2:13][CH2:12]3)[CH:19]=[N:18][CH:17]=2)[S:23][CH:24]=1. The yield is 0.980.